Predict the reaction yield, written as a fraction of the theoretical maximum amount of product (1.0 means a 100% yield; for example, 0.34 means a 34% yield). From a dataset of Reaction yield outcomes from USPTO patents with 853,638 reactions. (1) The reactants are C1(OC)C=CC=CC=1.[NH2:9][C:10]1[C:15]([Br:16])=[CH:14][C:13]([CH3:17])=[CH:12][N:11]=1.[Br:18][C:19]1[CH:24]=[CH:23][CH:22]=[CH:21][C:20]=1I.C(=O)([O-])[O-].[Cs+].[Cs+]. The catalyst is C([O-])(=O)C.[Pd+2].C([O-])(=O)C.C1(P(C2C=CC=CC=2)C2C3OC4C(=CC=CC=4P(C4C=CC=CC=4)C4C=CC=CC=4)C(C)(C)C=3C=CC=2)C=CC=CC=1.O. The product is [Br:16][C:15]1[C:10]([NH:9][C:20]2[CH:21]=[CH:22][CH:23]=[CH:24][C:19]=2[Br:18])=[N:11][CH:12]=[C:13]([CH3:17])[CH:14]=1. The yield is 0.670. (2) The reactants are [NH2:1][C:2]1[CH:7]=[CH:6][CH:5]=[C:4]([CH3:8])[CH:3]=1.[H-].[Na+].F[C:12]1[CH:13]=[C:14]([CH:17]=[CH:18][C:19]=1[N+:20]([O-:22])=[O:21])[C:15]#[N:16].O. The catalyst is C1COCC1. The product is [N+:20]([C:19]1[CH:18]=[CH:17][C:14]([C:15]#[N:16])=[CH:13][C:12]=1[NH:1][C:2]1[CH:3]=[C:4]([CH3:8])[CH:5]=[CH:6][CH:7]=1)([O-:22])=[O:21]. The yield is 0.610. (3) The reactants are [CH2:1]([C:4]1[NH:5][C:6]2[C:11]([CH:12]=1)=[C:10]([C:13]([F:16])([F:15])[F:14])[C:9]([C:17]#[N:18])=[CH:8][CH:7]=2)[CH2:2][CH3:3].C([O-])([O-])=O.[Cs+].[Cs+].Cl[CH2:26][C:27]1[O:31][C:30]([C:32]([O:34]CC)=[O:33])=[CH:29][CH:28]=1. The catalyst is C(#N)C. The product is [C:17]([C:9]1[C:10]([C:13]([F:15])([F:16])[F:14])=[C:11]2[C:6](=[CH:7][CH:8]=1)[N:5]([CH2:26][C:27]1[O:31][C:30]([C:32]([OH:34])=[O:33])=[CH:29][CH:28]=1)[C:4]([CH2:1][CH2:2][CH3:3])=[CH:12]2)#[N:18]. The yield is 0.780.